From a dataset of Reaction yield outcomes from USPTO patents with 853,638 reactions. Predict the reaction yield, written as a fraction of the theoretical maximum amount of product (1.0 means a 100% yield; for example, 0.34 means a 34% yield). (1) The reactants are C(N)C1C=CC=CC=1.[CH:9]1([CH2:12][CH2:13][NH2:14])[CH2:11][CH2:10]1.[CH3:15][C:16]1[N:17]=[C:18]([N:24]2[CH2:28][CH2:27][N:26]([CH2:29][C:30]3[CH:35]=[CH:34][C:33]([O:36][C:37]([F:40])([F:39])[F:38])=[CH:32][CH:31]=3)[C:25]2=[O:41])[S:19][C:20]=1[C:21](O)=[O:22]. No catalyst specified. The product is [CH:9]1([CH2:12][CH2:13][NH:14][C:21]([C:20]2[S:19][C:18]([N:24]3[CH2:28][CH2:27][N:26]([CH2:29][C:30]4[CH:31]=[CH:32][C:33]([O:36][C:37]([F:38])([F:39])[F:40])=[CH:34][CH:35]=4)[C:25]3=[O:41])=[N:17][C:16]=2[CH3:15])=[O:22])[CH2:11][CH2:10]1. The yield is 0.260. (2) The reactants are [F:1][C:2]([F:17])([F:16])[C:3]1[CH:4]=[CH:5][C:6]([C:9]2[CH:14]=[CH:13][NH:12][C:11](=[O:15])[CH:10]=2)=[N:7][CH:8]=1.Br[C:19]1[CH:27]=[C:26]2[C:22]([C:23]3[CH2:41][CH2:40][N:39]([C:42]([O:44][C:45]([CH3:48])([CH3:47])[CH3:46])=[O:43])[CH2:38][C:24]=3[N:25]2[S:28]([C:31]2[CH:37]=[CH:36][C:34]([CH3:35])=[CH:33][CH:32]=2)(=[O:30])=[O:29])=[CH:21][CH:20]=1. No catalyst specified. The product is [O:15]=[C:11]1[CH:10]=[C:9]([C:6]2[CH:5]=[CH:4][C:3]([C:2]([F:1])([F:16])[F:17])=[CH:8][N:7]=2)[CH:14]=[CH:13][N:12]1[C:19]1[CH:27]=[C:26]2[C:22]([C:23]3[CH2:41][CH2:40][N:39]([C:42]([O:44][C:45]([CH3:48])([CH3:47])[CH3:46])=[O:43])[CH2:38][C:24]=3[N:25]2[S:28]([C:31]2[CH:32]=[CH:33][C:34]([CH3:35])=[CH:36][CH:37]=2)(=[O:30])=[O:29])=[CH:21][CH:20]=1. The yield is 0.400. (3) The reactants are [NH2:1][C:2]1[S:3][C:4]([CH3:11])=[CH:5][C:6]=1[C:7]([O:9]C)=O.Cl[C:13](Cl)([O:15]C(=O)OC(Cl)(Cl)Cl)Cl.C(N(CC)CC)C.Cl.[NH2:32][CH2:33][C:34]([C:36]1[CH:41]=[CH:40][C:39]([O:42][CH3:43])=[CH:38][CH:37]=1)=[O:35]. The catalyst is C(Cl)Cl. The product is [CH3:43][O:42][C:39]1[CH:40]=[CH:41][C:36]([C:34](=[O:35])[CH2:33][N:32]2[C:7](=[O:9])[C:6]3[CH:5]=[C:4]([CH3:11])[S:3][C:2]=3[NH:1][C:13]2=[O:15])=[CH:37][CH:38]=1. The yield is 0.760. (4) The reactants are [CH2:1]([O:8][CH2:9][N:10]1[C:18]2[C:17]([O:19][CH3:20])=[N:16][CH:15]=[N:14][C:13]=2[C:12]([CH2:21][NH:22][C@H:23]([C@H:29]([OH:35])[C:30](OCC)=[O:31])[C:24](OCC)=[O:25])=[CH:11]1)[C:2]1[CH:7]=[CH:6][CH:5]=[CH:4][CH:3]=1.[BH4-].[Li+]. The catalyst is C(OCC)C.CO. The product is [CH2:1]([O:8][CH2:9][N:10]1[C:18]2[C:17]([O:19][CH3:20])=[N:16][CH:15]=[N:14][C:13]=2[C:12]([CH2:21][NH:22][C@H:23]([CH2:24][OH:25])[C@H:29]([OH:35])[CH2:30][OH:31])=[CH:11]1)[C:2]1[CH:3]=[CH:4][CH:5]=[CH:6][CH:7]=1. The yield is 0.660. (5) The reactants are [Br:1][C:2]1[CH:3]=[C:4](SC)[C:5]2[N:6]([C:8]([C:11]3[CH:22]=[CH:21][C:14]([C:15]([NH:17][CH:18]4[CH2:20][CH2:19]4)=[O:16])=[C:13]([CH3:23])[CH:12]=3)=[CH:9][N:10]=2)[N:7]=1.[O:26]([S:28]([O-:31])(=O)=O)O.S(O)(O)(=O)=O.S(O)(O)(=O)=O.[K+].[CH3:43]N(C=O)C. No catalyst specified. The product is [Br:1][C:2]1[CH:3]=[C:4]([S:28]([CH3:43])(=[O:31])=[O:26])[C:5]2[N:6]([C:8]([C:11]3[CH:22]=[CH:21][C:14]([C:15]([NH:17][CH:18]4[CH2:19][CH2:20]4)=[O:16])=[C:13]([CH3:23])[CH:12]=3)=[CH:9][N:10]=2)[N:7]=1. The yield is 0.600. (6) The reactants are C[O:2][C:3](=[O:18])[C@@H:4]([O:15][CH2:16][CH3:17])[CH2:5][C:6]1[CH:7]=[C:8]2[C:12](=[CH:13][CH:14]=1)[NH:11][CH:10]=[CH:9]2.Cl[CH2:20][C:21]1[N:22]=[C:23]([C:27]2[CH:32]=[C:31]([O:33][CH3:34])[CH:30]=[C:29]([O:35][CH3:36])[CH:28]=2)[O:24][C:25]=1[CH3:26]. No catalyst specified. The product is [CH3:36][O:35][C:29]1[CH:28]=[C:27]([C:23]2[O:24][C:25]([CH3:26])=[C:21]([CH2:20][N:11]3[C:12]4[C:8](=[CH:7][C:6]([CH2:5][C@H:4]([O:15][CH2:16][CH3:17])[C:3]([OH:2])=[O:18])=[CH:14][CH:13]=4)[CH:9]=[CH:10]3)[N:22]=2)[CH:32]=[C:31]([O:33][CH3:34])[CH:30]=1. The yield is 0.430. (7) The reactants are [Br:1][C:2]1[C:11]([OH:12])=[CH:10][CH:9]=[C:8]2[C:3]=1[CH:4]=[CH:5][C:6]([CH3:13])=[N:7]2.[CH2:14]([O:18][CH2:19][C:20]1[CH:25]=[CH:24][CH:23]=[CH:22][CH:21]=1)[C@@H:15]1[O:17][CH2:16]1.C(N(CC)CC)C.O. The catalyst is CC(N(C)C)=O. The product is [CH2:19]([O:18][CH2:14][C@H:15]([OH:17])[CH2:16][O:12][C:11]1[C:2]([Br:1])=[C:3]2[C:8](=[CH:9][CH:10]=1)[N:7]=[C:6]([CH3:13])[CH:5]=[CH:4]2)[C:20]1[CH:25]=[CH:24][CH:23]=[CH:22][CH:21]=1. The yield is 0.730. (8) The reactants are [CH2:1]([S:4]([O:7][C:8]1[CH:13]=[CH:12][CH:11]=[C:10]([C:14]2([C:22]3[CH:27]=[CH:26][CH:25]=[C:24]([Br:28])[CH:23]=3)[C:18](=[O:19])[N:17]([CH3:20])[C:16](=S)[NH:15]2)[CH:9]=1)(=[O:6])=[O:5])[CH2:2][CH3:3].[NH3:29].C(OO)(C)(C)C. No catalyst specified. The product is [CH2:1]([S:4]([O:7][C:8]1[CH:13]=[CH:12][CH:11]=[C:10]([C:14]2([C:22]3[CH:27]=[CH:26][CH:25]=[C:24]([Br:28])[CH:23]=3)[C:18](=[O:19])[N:17]([CH3:20])[C:16]([NH2:29])=[N:15]2)[CH:9]=1)(=[O:5])=[O:6])[CH2:2][CH3:3]. The yield is 0.940.